From a dataset of Peptide-MHC class I binding affinity with 185,985 pairs from IEDB/IMGT. Regression. Given a peptide amino acid sequence and an MHC pseudo amino acid sequence, predict their binding affinity value. This is MHC class I binding data. The peptide sequence is AVCTRGVAK. The MHC is HLA-A11:01 with pseudo-sequence HLA-A11:01. The binding affinity (normalized) is 0.493.